From a dataset of Peptide-MHC class I binding affinity with 185,985 pairs from IEDB/IMGT. Regression. Given a peptide amino acid sequence and an MHC pseudo amino acid sequence, predict their binding affinity value. This is MHC class I binding data. The peptide sequence is IMETIDPVY. The MHC is HLA-A11:01 with pseudo-sequence HLA-A11:01. The binding affinity (normalized) is 0.262.